From a dataset of Catalyst prediction with 721,799 reactions and 888 catalyst types from USPTO. Predict which catalyst facilitates the given reaction. (1) Reactant: C([O:8][C:9]1[CH:10]=[C:11]([NH:15][C:16](=[O:36])[C:17]2[CH:22]=[CH:21][CH:20]=[CH:19][C:18]=2[NH:23][C:24](=[O:35])[C:25]2[CH:30]=[CH:29][C:28]([C:31]([CH3:34])([CH3:33])[CH3:32])=[CH:27][CH:26]=2)[CH:12]=[CH:13][CH:14]=1)C1C=CC=CC=1.[H][H]. Product: [C:31]([C:28]1[CH:29]=[CH:30][C:25]([C:24]([NH:23][C:18]2[CH:19]=[CH:20][CH:21]=[CH:22][C:17]=2[C:16]([NH:15][C:11]2[CH:12]=[CH:13][CH:14]=[C:9]([OH:8])[CH:10]=2)=[O:36])=[O:35])=[CH:26][CH:27]=1)([CH3:34])([CH3:32])[CH3:33]. The catalyst class is: 312. (2) Reactant: [F:1][C:2]1[CH:7]=[CH:6][CH:5]=[CH:4][C:3]=1[NH:8][C:9]([NH2:11])=[O:10].[F:12][C:13]([F:24])([F:23])[C:14](=O)[CH:15](Cl)[C:16]([O:18][CH2:19][CH3:20])=[O:17]. Product: [F:1][C:2]1[CH:7]=[CH:6][CH:5]=[CH:4][C:3]=1[NH:8][C:9]1[O:10][C:15]([C:16]([O:18][CH2:19][CH3:20])=[O:17])=[C:14]([C:13]([F:12])([F:24])[F:23])[N:11]=1. The catalyst class is: 18. (3) Reactant: [C:1]([O:5][C:6](=[O:34])[NH:7][C@H:8]([C:18]1[C:23](Br)=[CH:22][CH:21]=[C:20]([C:25]#[C:26][C:27]2([OH:33])[CH2:32][CH2:31][O:30][CH2:29][CH2:28]2)[N:19]=1)[CH2:9][C:10]1[CH:15]=[C:14]([F:16])[CH:13]=[C:12]([F:17])[CH:11]=1)([CH3:4])([CH3:3])[CH3:2].[CH3:35][C:36]1[N:41]2[C:42](=[O:45])[NH:43][N:44]=[C:40]2[CH:39]=[CH:38][C:37]=1B1OC(C)(C)C(C)(C)O1.C([O-])(O)=O.[Na+].O1CCOCC1. Product: [C:1]([O:5][C:6](=[O:34])[NH:7][C@H:8]([C:18]1[C:23]([C:37]2[CH:38]=[CH:39][C:40]3[N:41]([C:42](=[O:45])[NH:43][N:44]=3)[C:36]=2[CH3:35])=[CH:22][CH:21]=[C:20]([C:25]#[C:26][C:27]2([OH:33])[CH2:32][CH2:31][O:30][CH2:29][CH2:28]2)[N:19]=1)[CH2:9][C:10]1[CH:15]=[C:14]([F:16])[CH:13]=[C:12]([F:17])[CH:11]=1)([CH3:4])([CH3:3])[CH3:2]. The catalyst class is: 6. (4) Reactant: Cl[C:2]1[CH:17]=[CH:16][C:5]([C:6]([NH:8][C:9]2[CH:14]=[CH:13][C:12]([F:15])=[CH:11][CH:10]=2)=[O:7])=[CH:4][N:3]=1.[S-:18][CH2:19][CH3:20].[Na+]. Product: [CH2:19]([S:18][C:2]1[CH:17]=[CH:16][C:5]([C:6]([NH:8][C:9]2[CH:14]=[CH:13][C:12]([F:15])=[CH:11][CH:10]=2)=[O:7])=[CH:4][N:3]=1)[CH3:20]. The catalyst class is: 7. (5) Reactant: [H-].[H-].[H-].[H-].[Li+].[Al+3].[CH3:7][O:8][C:9]1[CH:10]=[C:11]2[C:15](=[CH:16][CH:17]=1)[NH:14][CH:13]=[C:12]2[CH:18]1[CH2:22][C:21](=O)[NH:20][C:19]1=O.O.[OH-].[Na+]. Product: [CH3:7][O:8][C:9]1[CH:10]=[C:11]2[C:15](=[CH:16][CH:17]=1)[NH:14][CH:13]=[C:12]2[CH:18]1[CH2:22][CH2:21][NH:20][CH2:19]1. The catalyst class is: 1. (6) Reactant: CC(C)([O-])C.[K+].[Cl-].[CH3:8][O:9][CH2:10][P+](C1C=CC=CC=1)(C1C=CC=CC=1)C1C=CC=CC=1.[F:30][C:31]1[CH:32]=[C:33]([CH:36]=[CH:37][C:38]=1[F:39])[CH:34]=O.O. Product: [F:39][C:38]1[CH:37]=[CH:36][C:33]([CH:34]=[CH:8][O:9][CH3:10])=[CH:32][C:31]=1[F:30]. The catalyst class is: 1. (7) Reactant: [H-].[H-].[H-].[H-].[Li+].[Al+3].[C:7]1([C:30]2[CH:35]=[CH:34][CH:33]=[CH:32][CH:31]=2)[CH:12]=[CH:11][C:10]([C:13]([NH:22][C:23](=O)OC(C)(C)C)([CH3:21])[C:14](=O)[N:15]2[CH2:19][CH2:18][CH2:17][CH2:16]2)=[CH:9][CH:8]=1.O.[F-].[Na+]. Product: [C:7]1([C:30]2[CH:31]=[CH:32][CH:33]=[CH:34][CH:35]=2)[CH:12]=[CH:11][C:10]([C:13]([NH:22][CH3:23])([CH3:21])[CH2:14][N:15]2[CH2:19][CH2:18][CH2:17][CH2:16]2)=[CH:9][CH:8]=1. The catalyst class is: 182.